This data is from Catalyst prediction with 721,799 reactions and 888 catalyst types from USPTO. The task is: Predict which catalyst facilitates the given reaction. (1) Reactant: [C:1](#[N:5])[CH2:2][C:3]#[N:4].C(=O)([O-])[O-].[K+].[K+].I[CH2:13][CH2:14][CH2:15][CH3:16].O. Product: [CH2:13]([CH:2]([C:1]#[N:5])[C:3]#[N:4])[CH2:14][CH2:15][CH3:16]. The catalyst class is: 9. (2) Reactant: [CH3:1][C:2]1[C:7]([C:8]#[N:9])=[C:6]([NH:10][C@H:11]([C:13]2[N:18]=[C:17]3[CH:19]=[CH:20][N:21]([CH3:22])[C:16]3=[CH:15][C:14]=2[N:23]2[CH2:28][CH2:27][O:26][CH2:25][CH2:24]2)[CH3:12])[N:5]=[C:4](S(C)(=O)=O)[N:3]=1.[NH3:33]. Product: [NH2:33][C:4]1[N:3]=[C:2]([CH3:1])[C:7]([C:8]#[N:9])=[C:6]([NH:10][C@H:11]([C:13]2[N:18]=[C:17]3[CH:19]=[CH:20][N:21]([CH3:22])[C:16]3=[CH:15][C:14]=2[N:23]2[CH2:28][CH2:27][O:26][CH2:25][CH2:24]2)[CH3:12])[N:5]=1. The catalyst class is: 12. (3) Reactant: [CH3:1][C:2]([CH3:17])=[CH:3][C@@H:4]1[O:8][CH2:7][O:6][C@@H:5]1[C:9](=[O:16])[CH2:10][C:11]([O:13][CH2:14][CH3:15])=[O:12].S([N:28]=[N+:29]=[N-])(C1C=CC(C)=CC=1)(=O)=O.CCN(CC)CC. Product: [CH3:17][C:2]([CH3:1])=[CH:3][C@@H:4]1[O:8][CH2:7][O:6][C@@H:5]1[C:9](=[O:16])[C:10](=[N+:28]=[N-:29])[C:11]([O:13][CH2:14][CH3:15])=[O:12]. The catalyst class is: 10. (4) Reactant: [C:1]([O:5][C:6]([N:8]1[CH2:13][CH2:12][N:11]([C:14]2[CH:19]=[CH:18][CH:17]=[CH:16][C:15]=2[O:20][CH2:21][CH:22]([NH:24]C(OCC2C=CC=CC=2)=O)[CH3:23])[CH2:10][CH2:9]1)=[O:7])([CH3:4])([CH3:3])[CH3:2]. Product: [C:1]([O:5][C:6]([N:8]1[CH2:13][CH2:12][N:11]([C:14]2[CH:19]=[CH:18][CH:17]=[CH:16][C:15]=2[O:20][CH2:21][CH:22]([NH2:24])[CH3:23])[CH2:10][CH2:9]1)=[O:7])([CH3:4])([CH3:3])[CH3:2]. The catalyst class is: 43. (5) Reactant: [C:1]([NH:4][C:5]1[CH:10]=[C:9]([C:11]2[O:15][CH:14]=[C:13]([C:16]([O:18][CH2:19][CH3:20])=[O:17])[CH:12]=2)[C:8]([CH3:21])=[CH:7][N:6]=1)(=[O:3])[CH3:2].C1C(=O)N([Br:29])C(=O)C1. Product: [C:1]([NH:4][C:5]1[CH:10]=[C:9]([C:11]2[O:15][C:14]([Br:29])=[C:13]([C:16]([O:18][CH2:19][CH3:20])=[O:17])[CH:12]=2)[C:8]([CH3:21])=[CH:7][N:6]=1)(=[O:3])[CH3:2]. The catalyst class is: 3. (6) Reactant: O[C@@H:2]([C:22]([CH3:25])([CH3:24])[CH3:23])[C@@H:3]([NH:7][C:8]([O:10][CH2:11][CH2:12][CH2:13][CH2:14][CH2:15][C:16]1[CH:21]=[CH:20][CH:19]=[CH:18][CH:17]=1)=[O:9])[C:4]([OH:6])=[O:5].CCN(CC)CC.CN(C(ON1N=NC2C=CC=CC1=2)=[N+](C)C)C.[B-](F)(F)(F)F. Product: [C:16]1([CH2:15][CH2:14][CH2:13][CH2:12][CH2:11][O:10][C:8](=[O:9])[NH:7][C@H:3]2[C:4](=[O:6])[O:5][C@H:2]2[C:22]([CH3:25])([CH3:24])[CH3:23])[CH:21]=[CH:20][CH:19]=[CH:18][CH:17]=1. The catalyst class is: 2.